Task: Predict the product of the given reaction.. Dataset: Forward reaction prediction with 1.9M reactions from USPTO patents (1976-2016) Given the reactants [Cl:1][C:2]1[C:3]([CH2:9][CH2:10][CH2:11][OH:12])=[C:4](O)[CH:5]=[CH:6][CH:7]=1.C1(P(C2C=CC=CC=2)C2C=CC=CC=2)C=CC=CC=1, predict the reaction product. The product is: [Cl:1][C:2]1[CH:7]=[CH:6][CH:5]=[C:4]2[C:3]=1[CH2:9][CH2:10][CH2:11][O:12]2.